From a dataset of Forward reaction prediction with 1.9M reactions from USPTO patents (1976-2016). Predict the product of the given reaction. (1) Given the reactants [Mg].Br[CH2:3][C:4]([CH3:7])([CH3:6])[CH3:5].Br[C:9]1[CH:16]=[CH:15][C:12]([CH:13]=[CH2:14])=[CH:11][CH:10]=1, predict the reaction product. The product is: [CH3:5][C:4]([CH3:7])([CH3:6])[CH2:3][C:12]1([CH:13]=[CH2:14])[CH:11]=[CH:10][CH:9]=[CH:16][CH2:15]1. (2) Given the reactants [CH3:1][N:2]([CH3:11])[C:3]1[CH:10]=[CH:9][C:6]([CH:7]=O)=[CH:5][CH:4]=1.[CH3:12][O:13][C:14]1[CH:20]=[CH:19][C:17]([NH2:18])=[CH:16][CH:15]=1, predict the reaction product. The product is: [CH3:1][N:2]([CH3:11])[C:3]1[CH:10]=[CH:9][C:6]([CH2:7][NH:18][C:17]2[CH:19]=[CH:20][C:14]([O:13][CH3:12])=[CH:15][CH:16]=2)=[CH:5][CH:4]=1. (3) Given the reactants [Br:1][C:2]1[CH:3]=[C:4]([C:9]([O:11][CH3:12])=[O:10])[CH:5]=[N:6][C:7]=1[OH:8].O[CH2:14][CH2:15][C:16]([O:18][C:19]([CH3:22])([CH3:21])[CH3:20])=[O:17].C1(P(C2C=CC=CC=2)C2C=CC=CC=2)C=CC=CC=1.N(C(OCC)=O)=NC(OCC)=O, predict the reaction product. The product is: [Br:1][C:2]1[CH:3]=[C:4]([C:9]([O:11][CH3:12])=[O:10])[CH:5]=[N:6][C:7]=1[O:8][CH2:14][CH2:15][C:16]([O:18][C:19]([CH3:22])([CH3:21])[CH3:20])=[O:17]. (4) Given the reactants [CH3:1][O:2][C:3]1[CH:49]=[CH:48][C:6]([CH2:7][O:8][C@@H:9]2[C@@H:17]([CH2:18][O:19][Si](C(C)(C)C)(C)C)[O:16][CH:15]3[CH:11]([N:12]=[C:13]([N:27]([CH2:35][CH2:36][CH3:37])[C:28](=[O:34])[O:29][C:30]([CH3:33])([CH3:32])[CH3:31])[S:14]3)[C@H:10]2[O:38][CH2:39][C:40]2[CH:45]=[CH:44][C:43]([O:46][CH3:47])=[CH:42][CH:41]=2)=[CH:5][CH:4]=1.CCCC[N+](CCCC)(CCCC)CCCC.[F-], predict the reaction product. The product is: [OH:19][CH2:18][C@H:17]1[O:16][C@H:15]2[C@H:11]([N:12]=[C:13]([N:27]([CH2:35][CH2:36][CH3:37])[C:28](=[O:34])[O:29][C:30]([CH3:33])([CH3:31])[CH3:32])[S:14]2)[C@@H:10]([O:38][CH2:39][C:40]2[CH:41]=[CH:42][C:43]([O:46][CH3:47])=[CH:44][CH:45]=2)[C@@H:9]1[O:8][CH2:7][C:6]1[CH:48]=[CH:49][C:3]([O:2][CH3:1])=[CH:4][CH:5]=1. (5) Given the reactants [Cl:1][C:2]1[C:3]([C:12]2[C:17]([F:18])=[CH:16][C:15]([Cl:19])=[C:14]([O:20][CH3:21])[C:13]=2[N:22]=[C:23]=[O:24])=[N:4][N:5]([CH3:11])[C:6]=1[O:7][CH:8]([F:10])[F:9].[N:25]1[CH:30]=[CH:29][CH:28]=[CH:27][C:26]=1[CH2:31][OH:32], predict the reaction product. The product is: [Cl:19][C:15]1[C:14]([O:20][CH3:21])=[C:13]([NH:22][C:23](=[O:24])[O:32][CH2:31][C:26]2[CH:27]=[CH:28][CH:29]=[CH:30][N:25]=2)[C:12]([C:3]2[C:2]([Cl:1])=[C:6]([O:7][CH:8]([F:9])[F:10])[N:5]([CH3:11])[N:4]=2)=[C:17]([F:18])[CH:16]=1.